The task is: Predict the reactants needed to synthesize the given product.. This data is from Full USPTO retrosynthesis dataset with 1.9M reactions from patents (1976-2016). (1) Given the product [CH:23]1([N:22]2[C:21]3[CH:29]=[CH:30][C:31]([C:33]([OH:35])=[O:34])=[CH:32][C:20]=3[N:19]=[C:18]2[C:13]2[CH:14]=[C:15]3[C:10](=[CH:11][CH:12]=2)[N:9]=[C:8]([C:6]2[NH:46][CH:3]=[CH:2][CH:7]=2)[CH:17]=[CH:16]3)[CH2:24][CH2:25][CH2:26][CH2:27][CH2:28]1, predict the reactants needed to synthesize it. The reactants are: Br[C:2]1[CH:3]=CC(O)=[C:6]([C:8]2[CH:17]=[CH:16][C:15]3[C:10](=[CH:11][CH:12]=[C:13]([C:18]4[N:22]([CH:23]5[CH2:28][CH2:27][CH2:26][CH2:25][CH2:24]5)[C:21]5[CH:29]=[CH:30][C:31]([C:33]([OH:35])=[O:34])=[CH:32][C:20]=5[N:19]=4)[CH:14]=3)[N:9]=2)[CH:7]=1.C(OC(C1C=CC2[N:46](C3CCCCC3)C(C3C=CC(N)=C(C=O)C=3)=NC=2C=1)=O)C.N1C=CC=C1C(=O)C.[OH-].[K+]. (2) Given the product [CH:30]1[C:29]2[CH:28]([CH2:27][O:14][C:13](=[O:16])[NH:1][CH2:2][CH:3]([OH:4])[CH:5]([OH:6])[CH:7]([OH:8])[CH:9]([OH:10])[CH2:11][OH:12])[C:40]3[C:35](=[CH:36][CH:37]=[CH:38][CH:39]=3)[C:34]=2[CH:33]=[CH:32][CH:31]=1, predict the reactants needed to synthesize it. The reactants are: [NH2:1][CH2:2][C@@H:3]([C@H:5]([C@@H:7]([C@@H:9]([CH2:11][OH:12])[OH:10])[OH:8])[OH:6])[OH:4].[C:13](=[O:16])([O-])[O-:14].[Na+].[Na+].C(=O)([O-])ON1C(=O)CC([CH2:27][CH:28]2[C:40]3[CH:39]=[CH:38][CH:37]=[CH:36][C:35]=3[C:34]3[C:29]2=[CH:30][CH:31]=[CH:32][CH:33]=3)C1=O.